From a dataset of Reaction yield outcomes from USPTO patents with 853,638 reactions. Predict the reaction yield, written as a fraction of the theoretical maximum amount of product (1.0 means a 100% yield; for example, 0.34 means a 34% yield). (1) The reactants are Cl.[C:2]([C:4]1[CH:9]=[CH:8][C:7]([NH:10][NH2:11])=[CH:6][CH:5]=1)#[N:3].[CH3:12][C:13]([CH3:20])([CH3:19])[C:14](=O)[CH2:15][C:16]#[N:17]. The catalyst is CCO. The product is [NH2:17][C:16]1[N:10]([C:7]2[CH:8]=[CH:9][C:4]([C:2]#[N:3])=[CH:5][CH:6]=2)[N:11]=[C:14]([C:13]([CH3:20])([CH3:19])[CH3:12])[CH:15]=1. The yield is 0.950. (2) The reactants are [O:1]=[C:2]1[NH:7][CH:6]=[C:5]([CH2:8][C:9]2[C:10](=[O:16])[NH:11][C:12](=[S:15])[NH:13][CH:14]=2)[CH:4]=[CH:3]1.[OH-].[K+].[CH3:19]I. The catalyst is C(O)C. The product is [CH3:19][S:15][C:12]1[NH:13][CH:14]=[C:9]([CH2:8][C:5]2[CH:4]=[CH:3][C:2](=[O:1])[NH:7][CH:6]=2)[C:10](=[O:16])[N:11]=1. The yield is 0.159. (3) The reactants are [CH3:1][C:2]1[C:3]([NH2:9])=[C:4]([NH2:8])[CH:5]=[CH:6][CH:7]=1.[OH-].[NH4+].[CH:12](O)=O. No catalyst specified. The product is [CH3:1][C:2]1[C:3]2[NH:9][CH:12]=[N:8][C:4]=2[CH:5]=[CH:6][CH:7]=1. The yield is 0.710. (4) The reactants are C([C:3]1[C:4]([C:14]2[CH:19]=[CH:18][C:17]([C:20]([F:23])([F:22])[F:21])=[CH:16][CH:15]=2)=[N:5][N:6]([CH2:10][CH:11]2[CH2:13][CH2:12]2)[C:7]=1[CH2:8]Cl)C.C([O:31][C:32]1[CH:37]=[CH:36][C:35]([C:38](=[O:45])[CH2:39]C(OCC)=O)=[CH:34][C:33]=1[CH3:46])C1C=CC=CC=1. The yield is 0.380. The product is [CH:11]1([CH2:10][N:6]2[C:7]([CH2:8][CH2:39][C:38]([C:35]3[CH:36]=[CH:37][C:32]([OH:31])=[C:33]([CH3:46])[CH:34]=3)=[O:45])=[CH:3][C:4]([C:14]3[CH:19]=[CH:18][C:17]([C:20]([F:23])([F:22])[F:21])=[CH:16][CH:15]=3)=[N:5]2)[CH2:13][CH2:12]1. No catalyst specified.